Predict the product of the given reaction. From a dataset of Forward reaction prediction with 1.9M reactions from USPTO patents (1976-2016). (1) Given the reactants C(C1C=C(NC(=O)C[CH2:17][CH2:18][C:19]2[CH:24]=[CH:23][C:22]([B:25]([OH:27])[OH:26])=[CH:21][CH:20]=2)C=CC=1S(CC)(=O)=O)#N.BrC1C=CC(C[CH2:35][N:36](C)[C:37](=[O:46])[O:38][CH2:39][C:40]2[CH:45]=[CH:44][CH:43]=[CH:42][CH:41]=2)=CC=1, predict the reaction product. The product is: [CH2:39]([O:38][C:37]([N:36]([CH3:35])[CH2:17][CH2:18][C:19]1[CH:20]=[CH:21][C:22]([B:25]([OH:26])[OH:27])=[CH:23][CH:24]=1)=[O:46])[C:40]1[CH:45]=[CH:44][CH:43]=[CH:42][CH:41]=1. (2) Given the reactants [C:1]1([C@@H:7]([CH2:14][C:15]2[CH:20]=[CH:19][C:18]([O:21][CH2:22][CH2:23][C:24]3[CH:33]=[CH:32][C:31]4[CH2:30][CH2:29][CH2:28][NH:27][C:26]=4[N:25]=3)=[CH:17][CH:16]=2)[CH2:8][C:9]([O:11]CC)=[O:10])[CH:6]=[CH:5][CH:4]=[CH:3][CH:2]=1.[Li+].[OH-], predict the reaction product. The product is: [C:1]1([C@@H:7]([CH2:14][C:15]2[CH:20]=[CH:19][C:18]([O:21][CH2:22][CH2:23][C:24]3[CH:33]=[CH:32][C:31]4[CH2:30][CH2:29][CH2:28][NH:27][C:26]=4[N:25]=3)=[CH:17][CH:16]=2)[CH2:8][C:9]([OH:11])=[O:10])[CH:2]=[CH:3][CH:4]=[CH:5][CH:6]=1. (3) Given the reactants S(Cl)(Cl)=O.CC1SC(C(O)=O)=CC=1.CC1SC(C(Cl)=O)=CC=1.[CH3:23][C:24]1[S:28][C:27]([C:29]([N:31]=[C:32]=[S:33])=[O:30])=[CH:26][CH:25]=1.[CH3:34][O:35][C:36]1[CH:37]=[C:38]2[C:43](=[CH:44][C:45]=1[O:46][CH3:47])[N:42]=[CH:41][CH:40]=[C:39]2[O:48][C:49]1[CH:55]=[CH:54][C:52]([NH2:53])=[CH:51][C:50]=1[F:56], predict the reaction product. The product is: [CH3:34][O:35][C:36]1[CH:37]=[C:38]2[C:43](=[CH:44][C:45]=1[O:46][CH3:47])[N:42]=[CH:41][CH:40]=[C:39]2[O:48][C:49]1[CH:55]=[CH:54][C:52]([NH:53][C:32]([NH:31][C:29]([C:27]2[S:28][C:24]([CH3:23])=[CH:25][CH:26]=2)=[O:30])=[S:33])=[CH:51][C:50]=1[F:56]. (4) Given the reactants [Br:1][C:2]1[CH:10]=[CH:9][C:5]([C:6]([NH2:8])=[O:7])=[C:4]([F:11])[CH:3]=1.CO[CH:14](OC)[N:15]([CH3:17])[CH3:16], predict the reaction product. The product is: [Br:1][C:2]1[CH:10]=[CH:9][C:5]([C:6](/[N:8]=[CH:14]/[N:15]([CH3:17])[CH3:16])=[O:7])=[C:4]([F:11])[CH:3]=1. (5) Given the reactants [Br:1][C:2]1[CH:3]=[CH:4][C:5]([O:14][CH3:15])=[C:6](/[CH:8]=[CH:9]/[C:10]([O:12][CH3:13])=[O:11])[CH:7]=1.[Mg].[NH4+].[OH-], predict the reaction product. The product is: [Br:1][C:2]1[CH:3]=[CH:4][C:5]([O:14][CH3:15])=[C:6]([CH2:8][CH2:9][C:10]([O:12][CH3:13])=[O:11])[CH:7]=1. (6) Given the reactants F[C:2]1[CH:3]=[C:4]([N+:8]([O-:10])=[O:9])[CH:5]=[CH:6][CH:7]=1.[NH:11]1[CH2:16][CH2:15][O:14][CH2:13][CH2:12]1, predict the reaction product. The product is: [N+:8]([C:4]1[CH:3]=[C:2]([N:11]2[CH2:16][CH2:15][O:14][CH2:13][CH2:12]2)[CH:7]=[CH:6][CH:5]=1)([O-:10])=[O:9].